Dataset: Forward reaction prediction with 1.9M reactions from USPTO patents (1976-2016). Task: Predict the product of the given reaction. (1) Given the reactants [O:1]=[C:2]1[C:11]2[C:6](=[CH:7][C:8]([C:12]#[C:13][Si](C)(C)C)=[CH:9][CH:10]=2)[O:5][CH:4]=[C:3]1[C:18]1[CH:23]=[CH:22][C:21]([NH:24][S:25]([CH3:28])(=[O:27])=[O:26])=[CH:20][CH:19]=1.C(=O)([O-])[O-].[K+].[K+], predict the reaction product. The product is: [C:12]([C:8]1[CH:7]=[C:6]2[C:11]([C:2](=[O:1])[C:3]([C:18]3[CH:23]=[CH:22][C:21]([NH:24][S:25]([CH3:28])(=[O:27])=[O:26])=[CH:20][CH:19]=3)=[CH:4][O:5]2)=[CH:10][CH:9]=1)#[CH:13]. (2) The product is: [CH3:2][C:3]1[CH:12]=[C:11]2[C:6]([CH2:7][O:8][C:9]2=[O:10])=[CH:5][CH:4]=1. Given the reactants Br[CH2:2][C:3]1[CH:12]=[C:11]2[C:6]([CH2:7][O:8][C:9]2=[O:10])=[CH:5][CH:4]=1.[OH-].[Ca+2].[OH-].[H][H], predict the reaction product. (3) Given the reactants [CH:1]1([CH2:4][O:5][C:6]2[CH:11]=[C:10]([O:12][CH3:13])[CH:9]=[CH:8][C:7]=2[C:14]2[CH:19]=[CH:18][N:17]=[C:16]3[C:20]([C:24]([O:26][CH2:27][CH3:28])=[O:25])=[C:21]([CH3:23])[NH:22][C:15]=23)[CH2:3][CH2:2]1.Cl[CH2:30][O:31][CH2:32][CH2:33][Si:34]([CH3:37])([CH3:36])[CH3:35], predict the reaction product. The product is: [CH:1]1([CH2:4][O:5][C:6]2[CH:11]=[C:10]([O:12][CH3:13])[CH:9]=[CH:8][C:7]=2[C:14]2[CH:19]=[CH:18][N:17]=[C:16]3[C:20]([C:24]([O:26][CH2:27][CH3:28])=[O:25])=[C:21]([CH3:23])[N:22]([CH2:30][O:31][CH2:32][CH2:33][Si:34]([CH3:37])([CH3:36])[CH3:35])[C:15]=23)[CH2:3][CH2:2]1. (4) The product is: [Br:1][C:2]1[CH:10]=[C:9]([CH:8]=[CH:7][C:3]=1[CH2:4][OH:5])[C:11]([OH:13])=[O:12]. Given the reactants [Br:1][C:2]1[CH:10]=[C:9]([C:11]([OH:13])=[O:12])[CH:8]=[CH:7][C:3]=1[C:4](O)=[O:5].COC(=O)C1C=CC(C(OC)=O)=CC=1Br.BrC1C=C(C=O)C=CC=1C=O, predict the reaction product. (5) Given the reactants [Cl:1][C:2]1[CH:17]=[CH:16][C:5]([O:6][C:7]2[CH:12]=[CH:11][C:10]([N+:13]([O-])=O)=[CH:9][CH:8]=2)=[CH:4][C:3]=1[CH2:18][CH3:19].C[N:21]([CH:23]=O)C.Br[CH2:26][C:27]([C:29]1[CH:34]=[CH:33][C:32]([O:35][CH2:36][CH2:37][CH2:38][N:39]([CH2:42][CH3:43])[CH2:40][CH3:41])=[CH:31][CH:30]=1)=O, predict the reaction product. The product is: [CH2:17]([C:23]1[N:13]([C:10]2[CH:11]=[CH:12][C:7]([O:6][C:5]3[CH:16]=[CH:17][C:2]([Cl:1])=[C:3]([CH2:18][CH3:19])[CH:4]=3)=[CH:8][CH:9]=2)[CH:26]=[C:27]([C:29]2[CH:34]=[CH:33][C:32]([O:35][CH2:36][CH2:37][CH2:38][N:39]([CH2:42][CH3:43])[CH2:40][CH3:41])=[CH:31][CH:30]=2)[N:21]=1)[CH2:2][CH2:3][CH3:4]. (6) Given the reactants [CH3:1][O:2][C:3]([C:5]1[S:9][C:8]([C:10]2[CH:15]=[C:14]([CH3:16])[N+:13]([O-])=[N:12][CH:11]=2)=[CH:7][CH:6]=1)=[O:4].N#N.CO.C(Cl)Cl, predict the reaction product. The product is: [CH3:16][C:14]1[N:13]=[N:12][CH:11]=[C:10]([C:8]2[S:9][C:5]([C:3]([O:2][CH3:1])=[O:4])=[CH:6][CH:7]=2)[CH:15]=1. (7) Given the reactants [Si]([O:8][CH2:9][CH2:10][N:11]([C:19]1[C:20]([Cl:30])=[N:21][N:22]([C:24]2[CH:25]=[N:26][CH:27]=[CH:28][CH:29]=2)[CH:23]=1)[C:12](=[O:18])[CH:13]([CH3:17])[CH2:14][S:15][CH3:16])(C(C)(C)C)(C)C.[F-].C([N+](CCCC)(CCCC)CCCC)CCC, predict the reaction product. The product is: [Cl:30][C:20]1[C:19]([N:11]([CH2:10][CH2:9][OH:8])[C:12](=[O:18])[CH:13]([CH3:17])[CH2:14][S:15][CH3:16])=[CH:23][N:22]([C:24]2[CH:25]=[N:26][CH:27]=[CH:28][CH:29]=2)[N:21]=1. (8) Given the reactants [O:1]1[C:3]2([CH2:8][CH2:7][N:6]([C:9]([O:11][CH2:12][C:13]3[CH:18]=[CH:17][CH:16]=[CH:15][CH:14]=3)=[O:10])[CH2:5][CH2:4]2)[CH2:2]1.[F:19][C:20]1[CH:21]=[C:22]([CH:24]=[CH:25][CH:26]=1)[NH2:23].Cl([O-])(=O)(=O)=O.[Li+], predict the reaction product. The product is: [F:19][C:20]1[CH:21]=[C:22]([NH:23][CH2:2][C:3]2([OH:1])[CH2:8][CH2:7][N:6]([C:9]([O:11][CH2:12][C:13]3[CH:18]=[CH:17][CH:16]=[CH:15][CH:14]=3)=[O:10])[CH2:5][CH2:4]2)[CH:24]=[CH:25][CH:26]=1. (9) Given the reactants Cl[C:2]1[CH:7]=[CH:6][C:5]([CH2:8][N:9]2[C:13]([CH3:14])=[CH:12][C:11]([C:15]3[O:19][N:18]=[C:17]([C:20]4[CH:25]=[CH:24][C:23]([CH:26]5[CH2:31][CH2:30][O:29][CH2:28][CH2:27]5)=[CH:22][CH:21]=4)[N:16]=3)=[N:10]2)=[CH:4][N:3]=1.[C:32](#[N:34])C, predict the reaction product. The product is: [CH3:32][NH:34][C:2]1[CH:7]=[CH:6][C:5]([CH2:8][N:9]2[C:13]([CH3:14])=[CH:12][C:11]([C:15]3[O:19][N:18]=[C:17]([C:20]4[CH:25]=[CH:24][C:23]([CH:26]5[CH2:31][CH2:30][O:29][CH2:28][CH2:27]5)=[CH:22][CH:21]=4)[N:16]=3)=[N:10]2)=[CH:4][N:3]=1. (10) Given the reactants [F:1][C:2]([F:14])([F:13])[C:3]1[CH:11]=[C:10]([Br:12])[CH:9]=[CH:8][C:4]=1[C:5]([OH:7])=O.CN1CCOCC1.CN(C(ON1N=NC2C=CC=NC1=2)=[N+](C)C)C.F[P-](F)(F)(F)(F)F.[CH3:46][N:47]1[CH2:52][CH2:51][NH:50][CH2:49][CH2:48]1, predict the reaction product. The product is: [Br:12][C:10]1[CH:9]=[CH:8][C:4]([C:5]([N:50]2[CH2:51][CH2:52][N:47]([CH3:46])[CH2:48][CH2:49]2)=[O:7])=[C:3]([C:2]([F:1])([F:14])[F:13])[CH:11]=1.